The task is: Regression. Given two drug SMILES strings and cell line genomic features, predict the synergy score measuring deviation from expected non-interaction effect.. This data is from NCI-60 drug combinations with 297,098 pairs across 59 cell lines. (1) Drug 1: C1CC(=O)NC(=O)C1N2CC3=C(C2=O)C=CC=C3N. Drug 2: CCC1(CC2CC(C3=C(CCN(C2)C1)C4=CC=CC=C4N3)(C5=C(C=C6C(=C5)C78CCN9C7C(C=CC9)(C(C(C8N6C)(C(=O)OC)O)OC(=O)C)CC)OC)C(=O)OC)O.OS(=O)(=O)O. Cell line: HOP-62. Synergy scores: CSS=15.7, Synergy_ZIP=-6.30, Synergy_Bliss=-6.50, Synergy_Loewe=-24.7, Synergy_HSA=-5.01. (2) Drug 1: CN(CC1=CN=C2C(=N1)C(=NC(=N2)N)N)C3=CC=C(C=C3)C(=O)NC(CCC(=O)O)C(=O)O. Drug 2: CC1CCC2CC(C(=CC=CC=CC(CC(C(=O)C(C(C(=CC(C(=O)CC(OC(=O)C3CCCCN3C(=O)C(=O)C1(O2)O)C(C)CC4CCC(C(C4)OC)O)C)C)O)OC)C)C)C)OC. Cell line: NCI/ADR-RES. Synergy scores: CSS=1.61, Synergy_ZIP=-9.31, Synergy_Bliss=-3.44, Synergy_Loewe=-21.0, Synergy_HSA=-4.96.